This data is from Retrosynthesis with 50K atom-mapped reactions and 10 reaction types from USPTO. The task is: Predict the reactants needed to synthesize the given product. (1) Given the product COC(=O)c1ccccc1SCC(=O)c1cccc(/C=C/c2ccc3ccc(Cl)cc3n2)c1, predict the reactants needed to synthesize it. The reactants are: COC(=O)c1ccccc1SCC(O)c1cccc(/C=C/c2ccc3ccc(Cl)cc3n2)c1. (2) Given the product CCOC(=O)c1cc(Oc2ccc(S(C)(=O)=O)cc2)c2cc(CBr)oc2c1, predict the reactants needed to synthesize it. The reactants are: CCOC(=O)c1cc(Oc2ccc(S(C)(=O)=O)cc2)c2cc(C)oc2c1.O=C1CCC(=O)N1Br. (3) Given the product O=Cc1cccc2c1ccn2Cc1ccc(Cl)cc1, predict the reactants needed to synthesize it. The reactants are: Clc1ccc(CBr)cc1.O=Cc1cccc2[nH]ccc12. (4) Given the product CCOC(=O)C(Cc1ccc2c(c1)cc(C)n2Cc1nc(-c2ccccc2Cl)oc1C)OCC, predict the reactants needed to synthesize it. The reactants are: CCOC(=O)C(Cc1ccc2[nH]c(C)cc2c1)OCC.Cc1oc(-c2ccccc2Cl)nc1CCl. (5) Given the product COC(=O)c1ccc(Cl)cc1, predict the reactants needed to synthesize it. The reactants are: CO.O=C(O)c1ccc(Cl)cc1. (6) Given the product COc1ccc2cc(CNC34CC5CC(CC(C5)C3)C4)sc2c1, predict the reactants needed to synthesize it. The reactants are: COc1ccc2cc(C=O)sc2c1.NC12CC3CC(CC(C3)C1)C2.